From a dataset of Peptide-MHC class I binding affinity with 185,985 pairs from IEDB/IMGT. Regression. Given a peptide amino acid sequence and an MHC pseudo amino acid sequence, predict their binding affinity value. This is MHC class I binding data. (1) The peptide sequence is RVIWMDAYK. The MHC is HLA-A31:01 with pseudo-sequence HLA-A31:01. The binding affinity (normalized) is 0.996. (2) The peptide sequence is RIRQGLELTL. The MHC is HLA-B27:05 with pseudo-sequence HLA-B27:05. The binding affinity (normalized) is 0.375. (3) The binding affinity (normalized) is 0.0847. The MHC is HLA-A11:01 with pseudo-sequence HLA-A11:01. The peptide sequence is FIKDRATAV. (4) The peptide sequence is PFKLSSGEPH. The MHC is HLA-A11:01 with pseudo-sequence HLA-A11:01. The binding affinity (normalized) is 0.0345.